Dataset: Catalyst prediction with 721,799 reactions and 888 catalyst types from USPTO. Task: Predict which catalyst facilitates the given reaction. (1) Reactant: [NH2:1][C:2]1[C:11]2[C:6](=[C:7]([C:13]3[CH:21]=[C:20]4[C:16]([CH:17]=[N:18][NH:19]4)=[CH:15][C:14]=3[CH3:22])[CH:8]=[C:9](F)[CH:10]=2)[N:5]=[N:4][C:3]=1[C:23]([NH2:25])=[O:24].CCN(C(C)C)C(C)C.[NH:35]1[CH2:40][CH2:39][O:38][CH2:37][CH2:36]1. Product: [NH2:1][C:2]1[C:11]2[C:6](=[C:7]([C:13]3[CH:21]=[C:20]4[C:16]([CH:17]=[N:18][NH:19]4)=[CH:15][C:14]=3[CH3:22])[CH:8]=[C:9]([N:35]3[CH2:40][CH2:39][O:38][CH2:37][CH2:36]3)[CH:10]=2)[N:5]=[N:4][C:3]=1[C:23]([NH2:25])=[O:24]. The catalyst class is: 44. (2) Product: [Cl:1][C:2]1[C:3]([F:42])=[C:4]([CH:8]2[C:12]([C:15]3[CH:20]=[CH:19][C:18]([Cl:21])=[CH:17][C:16]=3[F:22])([C:13]#[N:14])[CH:11]([CH2:23][C:24]([CH3:26])([CH3:27])[CH3:25])[NH:10][CH:9]2[C:28]([NH:30][C:31]2[CH:39]=[CH:38][C:34]([C:35](=[O:36])[NH:46][CH:43]([CH3:45])[CH2:44][OH:78])=[CH:33][C:32]=2[O:68][CH3:69])=[O:29])[CH:5]=[CH:6][CH:7]=1. Reactant: [Cl:1][C:2]1[C:3]([F:42])=[C:4]([C@@H:8]2[C@:12]([C:15]3[CH:20]=[CH:19][C:18]([Cl:21])=[CH:17][C:16]=3[F:22])([C:13]#[N:14])[C@H:11]([CH2:23][C:24]([CH3:27])([CH3:26])[CH3:25])[NH:10][C@H:9]2[C:28]([NH:30][C:31]2[CH:39]=[CH:38][C:34]([C:35](O)=[O:36])=[CH:33][C:32]=2OC)=[O:29])[CH:5]=[CH:6][CH:7]=1.[CH:43]([N:46](CC)C(C)C)([CH3:45])[CH3:44].F[P-](F)(F)(F)(F)F.N1([O:68][C:69](N(C)C)=[N+](C)C)C2N=CC=CC=2N=N1.C(OCC)(=[O:78])C. The catalyst class is: 34.